This data is from Reaction yield outcomes from USPTO patents with 853,638 reactions. The task is: Predict the reaction yield, written as a fraction of the theoretical maximum amount of product (1.0 means a 100% yield; for example, 0.34 means a 34% yield). (1) The reactants are Br[C:2]1[CH:7]=[CH:6][CH:5]=[CH:4][N:3]=1.C([Li])CCC.[C:13]([O:17][C:18]([N:20]1[CH2:25][CH2:24][CH:23]([CH:26]=[O:27])[CH2:22][CH2:21]1)=[O:19])([CH3:16])([CH3:15])[CH3:14]. The catalyst is CCOCC. The product is [C:13]([O:17][C:18]([N:20]1[CH2:25][CH2:24][CH:23]([CH:26]([OH:27])[C:2]2[CH:7]=[CH:6][CH:5]=[CH:4][N:3]=2)[CH2:22][CH2:21]1)=[O:19])([CH3:16])([CH3:15])[CH3:14]. The yield is 0.620. (2) The catalyst is C1COCC1. The yield is 0.500. The reactants are [C:1]([O:5][C:6]([N:8]1[CH:16]2[CH:11]([CH2:12][CH2:13][CH2:14][CH2:15]2)[CH2:10][C@H:9]1[CH2:17][OH:18])=[O:7])([CH3:4])([CH3:3])[CH3:2].O[C:20]1[CH:29]=[CH:28][C:23]([C:24]([O:26][CH3:27])=[O:25])=[CH:22][CH:21]=1.C1C=CC(P(C2C=CC=CC=2)C2C=CC=CC=2)=CC=1.CC(OC(/N=N/C(OC(C)C)=O)=O)C. The product is [C:1]([O:5][C:6]([N:8]1[CH:16]2[CH:11]([CH2:12][CH2:13][CH2:14][CH2:15]2)[CH2:10][C@H:9]1[CH2:17][O:18][C:20]1[CH:29]=[CH:28][C:23]([C:24]([O:26][CH3:27])=[O:25])=[CH:22][CH:21]=1)=[O:7])([CH3:4])([CH3:3])[CH3:2]. (3) The reactants are [CH3:1][O:2][C:3]1[CH:12]=[C:11](F)[CH:10]=[CH:9][C:4]=1[C:5]([O:7][CH3:8])=[O:6].C([O-])([O-])=O.[K+].[K+].[CH3:20][N:21]1[CH2:26][CH2:25][NH:24][CH2:23][CH2:22]1. The catalyst is CS(C)=O.C(Cl)Cl. The product is [CH3:1][O:2][C:3]1[CH:12]=[C:11]([N:24]2[CH2:25][CH2:26][N:21]([CH3:20])[CH2:22][CH2:23]2)[CH:10]=[CH:9][C:4]=1[C:5]([O:7][CH3:8])=[O:6]. The yield is 0.660. (4) The reactants are [NH2:1][C@H:2]([C:7]1[CH:12]=[CH:11][C:10]([OH:13])=[CH:9][CH:8]=1)[C:3]([O:5][CH3:6])=[O:4].C(=O)(O)[O-].[Na+].C(N(CC)CC)C.[C:26](O[C:26]([O:28][C:29]([CH3:32])([CH3:31])[CH3:30])=[O:27])([O:28][C:29]([CH3:32])([CH3:31])[CH3:30])=[O:27].[Cl-].[NH4+]. The catalyst is ClCCl.CO. The product is [C:29]([O:28][C:26]([NH:1][C@H:2]([C:7]1[CH:8]=[CH:9][C:10]([OH:13])=[CH:11][CH:12]=1)[C:3]([O:5][CH3:6])=[O:4])=[O:27])([CH3:32])([CH3:31])[CH3:30]. The yield is 0.930.